This data is from Reaction yield outcomes from USPTO patents with 853,638 reactions. The task is: Predict the reaction yield, written as a fraction of the theoretical maximum amount of product (1.0 means a 100% yield; for example, 0.34 means a 34% yield). (1) The reactants are [C:1]1([NH:7][C:8]2[C:9]([C:17]([OH:19])=O)=[CH:10][CH:11]=[C:12]([CH:16]=2)[C:13]([OH:15])=[O:14])[CH:6]=[CH:5][CH:4]=[CH:3][CH:2]=1.[OH-].[Na+]. No catalyst specified. The product is [O:19]=[C:17]1[C:9]2[CH:10]=[CH:11][C:12]([C:13]([OH:15])=[O:14])=[CH:16][C:8]=2[NH:7][C:1]2[C:2]1=[CH:3][CH:4]=[CH:5][CH:6]=2. The yield is 0.980. (2) The reactants are Br[C:2]1[CH:23]=[CH:22][C:5]2[C:6]3[N:7]=[C:8]([C:14]4[N:15]([CH:19]([CH3:21])[CH3:20])[N:16]=[CH:17][N:18]=4)[S:9][C:10]=3[CH2:11][CH2:12][O:13][C:4]=2[CH:3]=1.[CH3:24][N:25](C)C=O. The catalyst is C(Cl)Cl.[C-]#N.[Zn+2].[C-]#N.C1C=CC([P]([Pd]([P](C2C=CC=CC=2)(C2C=CC=CC=2)C2C=CC=CC=2)([P](C2C=CC=CC=2)(C2C=CC=CC=2)C2C=CC=CC=2)[P](C2C=CC=CC=2)(C2C=CC=CC=2)C2C=CC=CC=2)(C2C=CC=CC=2)C2C=CC=CC=2)=CC=1. The product is [C:24]([C:2]1[CH:23]=[CH:22][C:5]2[C:6]3[N:7]=[C:8]([C:14]4[N:15]([CH:19]([CH3:21])[CH3:20])[N:16]=[CH:17][N:18]=4)[S:9][C:10]=3[CH2:11][CH2:12][O:13][C:4]=2[CH:3]=1)#[N:25]. The yield is 0.713. (3) The reactants are [O:1]=[S:2]1(=[O:33])[CH2:7][CH2:6][N:5]([CH2:8][CH2:9][N:10]([CH2:23][CH2:24][N:25]2[CH2:30][CH2:29][S:28](=[O:32])(=[O:31])[CH2:27][CH2:26]2)S(C2C=CC=CC=2[N+]([O-])=O)(=O)=O)[CH2:4][CH2:3]1.C1(S)C=CC=CC=1.C(=O)([O-])[O-].[K+].[K+]. The catalyst is C(#N)C.C(OCC)(=O)C. The product is [O:32]=[S:28]1(=[O:31])[CH2:29][CH2:30][N:25]([CH2:24][CH2:23][NH:10][CH2:9][CH2:8][N:5]2[CH2:4][CH2:3][S:2](=[O:1])(=[O:33])[CH2:7][CH2:6]2)[CH2:26][CH2:27]1. The yield is 1.00. (4) The reactants are [C:1]([O:5][C:6]([N:8]1[CH2:13][CH2:12][C:11](=O)[CH2:10][CH2:9]1)=[O:7])([CH3:4])([CH3:3])[CH3:2].[NH:15]1[CH2:20][CH2:19]OCC1.CC[N:23](CC)CC.[Cl:28][C:29]1[CH:37]=[CH:36]C(C(Cl)=O)=[CH:31][C:30]=1[CH3:38]. The catalyst is C1C=CC=CC=1.C(Cl)Cl.C1(C)C=CC(S(O)(=O)=O)=CC=1.CCOCC.O. The product is [C:1]([O:5][C:6]([N:8]1[CH2:13][CH2:12][C:11]2[NH:23][N:15]=[C:20]([C:19]3[CH:36]=[CH:37][C:29]([Cl:28])=[C:30]([CH3:38])[CH:31]=3)[C:10]=2[CH2:9]1)=[O:7])([CH3:4])([CH3:3])[CH3:2]. The yield is 0.520. (5) The reactants are [CH3:1][O:2][C:3]([C:5]1[CH:10]=[C:9]([CH2:11]O)[CH:8]=[CH:7][N:6]=1)=[O:4].C([N:15]([CH2:18][CH3:19])CC)C.CS(Cl)(=O)=O.[CH:25]([C:28]1[C:33](=[O:34])[NH:32][C:31](=[O:35])[NH:30][C:29]=1OC1C=C(C=C(C)C=1)C#N)([CH3:27])[CH3:26].[C:46](=[O:49])([O-])[O-].[K+].[K+].[I-].[Li+]. The catalyst is C(Cl)(Cl)Cl.CN(C=O)C. The product is [CH3:1][O:2][C:3]([C:5]1[CH:10]=[C:9]([CH2:11][N:30]2[C:29]([C:46](=[O:49])[C:5]3[CH:10]=[C:9]([CH3:11])[CH:8]=[C:19]([C:18]#[N:15])[CH:3]=3)=[C:28]([CH:25]([CH3:26])[CH3:27])[C:33](=[O:34])[NH:32][C:31]2=[O:35])[CH:8]=[CH:7][N:6]=1)=[O:4]. The yield is 0.450. (6) The reactants are O[CH2:2][CH:3]1[CH2:6][C:5]([CH2:29][C:30]#[N:31])([N:7]2[CH:11]=[C:10]([C:12]3[C:13]4[CH:20]=[CH:19][N:18]([CH2:21][O:22][CH2:23][CH2:24][Si:25]([CH3:28])([CH3:27])[CH3:26])[C:14]=4[N:15]=[CH:16][N:17]=3)[CH:9]=[N:8]2)[CH2:4]1.C(Br)(Br)(Br)[Br:33].C1(P(C2C=CC=CC=2)C2C=CC=CC=2)C=CC=CC=1.C([O-])(O)=O.[Na+]. The catalyst is CN(C=O)C.O. The product is [Br:33][CH2:2][CH:3]1[CH2:6][C:5]([CH2:29][C:30]#[N:31])([N:7]2[CH:11]=[C:10]([C:12]3[C:13]4[CH:20]=[CH:19][N:18]([CH2:21][O:22][CH2:23][CH2:24][Si:25]([CH3:28])([CH3:27])[CH3:26])[C:14]=4[N:15]=[CH:16][N:17]=3)[CH:9]=[N:8]2)[CH2:4]1. The yield is 0.870. (7) The reactants are [NH2:1][CH2:2][CH2:3][OH:4].Cl[C:6]1[N:7]=[N+:8]([O-:19])[C:9]2[CH:18]=[C:17]3[C:13]([CH2:14][CH2:15][CH2:16]3)=[CH:12][C:10]=2[N:11]=1. The catalyst is COCCOC. The product is [O-:19][N+:8]1[C:9]2[CH:18]=[C:17]3[C:13](=[CH:12][C:10]=2[N:11]=[C:6]([NH:1][CH2:2][CH2:3][OH:4])[N:7]=1)[CH2:14][CH2:15][CH2:16]3. The yield is 0.990. (8) The reactants are [NH2:1][CH2:2][C:3]([NH:5][CH3:6])=[O:4].C[S:8][C:9]([C:11]1[CH:12]=[N:13][CH:14]=[CH:15][CH:16]=1)=S. The catalyst is C(#N)C. The product is [CH3:6][NH:5][C:3](=[O:4])[CH2:2][NH:1][C:9]([C:11]1[CH:12]=[N:13][CH:14]=[CH:15][CH:16]=1)=[S:8]. The yield is 0.710. (9) The reactants are [F:1][C:2]1[CH:7]=[CH:6][CH:5]=[CH:4][C:3]=1[C:8](=[O:15])[CH2:9][C:10]([O:12][CH2:13][CH3:14])=[O:11].[CH3:16][N:17]([CH:19](OC)OC)[CH3:18]. The catalyst is C1(C)C=CC=CC=1. The product is [CH2:13]([O:12][C:10](=[O:11])[C:9]([C:8](=[O:15])[C:3]1[CH:4]=[CH:5][CH:6]=[CH:7][C:2]=1[F:1])=[CH:16][N:17]([CH3:19])[CH3:18])[CH3:14]. The yield is 1.00. (10) The product is [N:12]1[N:13]2[CH:18]=[CH:17][N:16]=[CH:15][C:14]2=[C:10]([C:7]2[N:6]=[C:5]([NH:19][CH:20]3[CH2:21][CH2:22][O:23][CH2:24][CH2:25]3)[C:4]([NH2:1])=[CH:9][N:8]=2)[CH:11]=1. The yield is 0.940. The catalyst is [Pd].C(O)C. The reactants are [N+:1]([C:4]1[C:5]([NH:19][CH:20]2[CH2:25][CH2:24][O:23][CH2:22][CH2:21]2)=[N:6][C:7]([C:10]2[CH:11]=[N:12][N:13]3[CH:18]=[CH:17][N:16]=[CH:15][C:14]=23)=[N:8][CH:9]=1)([O-])=O.